This data is from TCR-epitope binding with 47,182 pairs between 192 epitopes and 23,139 TCRs. The task is: Binary Classification. Given a T-cell receptor sequence (or CDR3 region) and an epitope sequence, predict whether binding occurs between them. (1) Result: 1 (the TCR binds to the epitope). The TCR CDR3 sequence is CASSEWARGNEQFF. The epitope is FVDGVPFVV. (2) The epitope is TSNQVAVLY. The TCR CDR3 sequence is CASSLLAGGPDEQFF. Result: 0 (the TCR does not bind to the epitope). (3) The epitope is VLWAHGFEL. The TCR CDR3 sequence is CASSFRFNEQFF. Result: 1 (the TCR binds to the epitope). (4) The epitope is SLVKPSFYV. The TCR CDR3 sequence is CASSQESGGGYEQFF. Result: 0 (the TCR does not bind to the epitope). (5) The epitope is SGPLKAEIAQRLED. The TCR CDR3 sequence is CASSLGRDRGPDSPLHF. Result: 1 (the TCR binds to the epitope).